From a dataset of Reaction yield outcomes from USPTO patents with 853,638 reactions. Predict the reaction yield, written as a fraction of the theoretical maximum amount of product (1.0 means a 100% yield; for example, 0.34 means a 34% yield). (1) The reactants are [CH3:1][C:2]1([CH3:19])[C:6]([CH3:8])([CH3:7])[O:5][B:4](C2C=CC=CC=2S(C)(=O)=O)[O:3]1.Br[C:21]1[CH:30]=[CH:29][C:24]([C:25]([O:27][CH3:28])=[O:26])=[CH:23][C:22]=1[O:31][CH3:32].B1(B2OC(C)(C)C(C)(C)O2)OC(C)(C)C(C)(C)O1. No catalyst specified. The product is [CH3:32][O:31][C:22]1[CH:23]=[C:24]([CH:29]=[C:30]([B:4]2[O:5][C:6]([CH3:8])([CH3:7])[C:2]([CH3:19])([CH3:1])[O:3]2)[CH:21]=1)[C:25]([O:27][CH3:28])=[O:26]. The yield is 0.530. (2) The reactants are C([O-])([O-])=O.[Cs+].[Cs+].[F:7][C:8]([F:24])([F:23])[CH:9]([C:11]1[CH:16]=[CH:15][CH:14]=[CH:13][C:12]=1[C:17]1[CH:18]=[N:19][N:20]([CH3:22])[CH:21]=1)[OH:10].[NH2:25][C:26]1[N:31]=[C:30](Cl)[CH:29]=[C:28]([Cl:33])[N:27]=1.O. The catalyst is C1COCC1.C(OCC)(=O)C. The product is [Cl:33][C:28]1[CH:29]=[C:30]([O:10][CH:9]([C:11]2[CH:16]=[CH:15][CH:14]=[CH:13][C:12]=2[C:17]2[CH:18]=[N:19][N:20]([CH3:22])[CH:21]=2)[C:8]([F:7])([F:23])[F:24])[N:31]=[C:26]([NH2:25])[N:27]=1. The yield is 0.920. (3) The reactants are C([O:3][CH:4](OCC)[CH2:5][CH2:6][CH2:7][NH:8][C:9]([O:11][CH2:12][CH:13]1[C:25]2[C:20](=[CH:21][CH:22]=[CH:23][CH:24]=2)[C:19]2[C:14]1=[CH:15][CH:16]=[CH:17][CH:18]=2)=[O:10])C.Cl. The catalyst is O1CCOCC1. The product is [C:9]([NH:8][CH2:7][CH2:6][CH2:5][CH:4]=[O:3])([O:11][CH2:12][CH:13]1[C:25]2[C:20](=[CH:21][CH:22]=[CH:23][CH:24]=2)[C:19]2[C:14]1=[CH:15][CH:16]=[CH:17][CH:18]=2)=[O:10]. The yield is 0.900. (4) The reactants are Br[C:2]1[C:3]2[CH:10]=[CH:9][CH:8]=[CH:7][C:4]=2[S:5][CH:6]=1.C1(C)C=CC=CC=1.[CH3:18][O:19][C:20]1[CH:25]=[CH:24][C:23](B(O)O)=[CH:22][CH:21]=1. The catalyst is CO.CCOCC.CCCCCCC.C1C=CC([P]([Pd]([P](C2C=CC=CC=2)(C2C=CC=CC=2)C2C=CC=CC=2)([P](C2C=CC=CC=2)(C2C=CC=CC=2)C2C=CC=CC=2)[P](C2C=CC=CC=2)(C2C=CC=CC=2)C2C=CC=CC=2)(C2C=CC=CC=2)C2C=CC=CC=2)=CC=1. The product is [CH3:18][O:19][C:20]1[CH:25]=[CH:24][C:23]([C:2]2[C:3]3[CH:10]=[CH:9][CH:8]=[CH:7][C:4]=3[S:5][CH:6]=2)=[CH:22][CH:21]=1. The yield is 0.830. (5) The reactants are [C:1]([C:3]1[CH:8]=[CH:7][C:6]([OH:9])=[CH:5][N:4]=1)#[N:2].[CH3:10]N(C=O)C.C([O-])([O-])=O.[K+].[K+]. The catalyst is O. The product is [C:1]([C:3]1[CH:8]=[CH:7][C:6]([O:9][CH3:10])=[CH:5][N:4]=1)#[N:2]. The yield is 0.780. (6) The reactants are [CH3:1][NH:2][CH2:3][CH2:4][OH:5].C(N(CC)CC)C.[C:21](O[C:21]([O:23][C:24]([CH3:27])([CH3:26])[CH3:25])=[O:22])([O:23][C:24]([CH3:27])([CH3:26])[CH3:25])=[O:22]. The catalyst is CN(C)C1C=CN=CC=1.C(Cl)Cl.O. The product is [OH:5][CH2:4][CH2:3][N:2]([CH3:1])[C:21](=[O:22])[O:23][C:24]([CH3:25])([CH3:26])[CH3:27]. The yield is 0.660. (7) The reactants are O1[C:6]2[CH:7]=[CH:8][CH:9]=[CH:10][C:5]=2[NH:4][CH2:3][CH2:2]1.[CH3:11][C:12]1C(C)=C(C)[SiH](C)[SiH-](C)(C)C=1.[Li+].[Cl:24][C:25]1[N:26]=[C:27](Cl)[C:28]2C=C[S:31][C:29]=2[N:30]=1.[OH2:35]. The catalyst is C1COCC1. The product is [Cl:24][C:25]1[N:30]=[C:3]([N:4]2[CH2:12][CH2:11][O:35][C:6]3[CH:7]=[CH:8][CH:9]=[CH:10][C:5]2=3)[C:2]2[S:31][CH:29]=[CH:28][C:27]=2[N:26]=1. The yield is 0.370. (8) The reactants are C(NC(C)C)(C)C.[Li]CCCC.[C:13]([N:20]1[CH2:25][CH2:24][C:23](=[O:26])[CH2:22][CH2:21]1)([O:15][C:16]([CH3:19])([CH3:18])[CH3:17])=[O:14].C1(N[S:34]([C:37]([F:40])([F:39])[F:38])(=[O:36])=[O:35])C=CC=CC=1. The catalyst is C1COCC1. The product is [C:13]([N:20]1[CH2:25][CH2:24][C:23]([O:26][S:34]([C:37]([F:40])([F:39])[F:38])(=[O:36])=[O:35])=[CH:22][CH2:21]1)([O:15][C:16]([CH3:19])([CH3:18])[CH3:17])=[O:14]. The yield is 0.900. (9) The reactants are [In].[CH2:2](Br)[CH:3]=[CH2:4].[CH3:6][O:7][N:8]=[C:9]1[C:18]2[C:13](=[CH:14][CH:15]=[CH:16][CH:17]=2)[C:12](=[O:19])[CH:11]=[C:10]1[OH:20]. The catalyst is CN(C)C=O. The product is [CH2:4]([C:9]1([NH:8][O:7][CH3:6])[C:18]2[C:13](=[CH:14][CH:15]=[CH:16][CH:17]=2)[C:12](=[O:19])[CH:11]=[C:10]1[OH:20])[CH:3]=[CH2:2]. The yield is 0.820.